Predict the reactants needed to synthesize the given product. From a dataset of Full USPTO retrosynthesis dataset with 1.9M reactions from patents (1976-2016). (1) Given the product [CH:30]([C@H:20]1[C:17]2=[N:18][CH:19]=[C:14]([C:12](=[O:13])[NH:11][CH2:10][C:9]3[CH:33]=[CH:34][C:6]([C:37]([O:36][CH3:35])=[O:46])=[CH:7][CH:8]=3)[CH:15]=[C:16]2[CH2:22][N:21]1[C:23]([O:25][C:26]([CH3:29])([CH3:27])[CH3:28])=[O:24])([CH3:32])[CH3:31], predict the reactants needed to synthesize it. The reactants are: C(S([C:6]1[CH:34]=[CH:33][C:9]([CH2:10][NH:11][C:12]([C:14]2[CH:15]=[C:16]3[CH2:22][N:21]([C:23]([O:25][C:26]([CH3:29])([CH3:28])[CH3:27])=[O:24])[C@@H:20]([CH:30]([CH3:32])[CH3:31])[C:17]3=[N:18][CH:19]=2)=[O:13])=[CH:8][CH:7]=1)(=O)=O)C.[CH3:35][O:36][C:37](=[O:46])C1C=CC(CN)=CC=1. (2) Given the product [I:1][C:2]1[CH:7]=[CH:6][N:5]=[C:4]2[N:8]([C:22]3[CH:29]=[CH:28][C:25]([C:26]#[N:27])=[CH:24][C:23]=3[N+:30]([O-:32])=[O:31])[N:9]=[C:10]([C:11]([F:14])([F:12])[F:13])[C:3]=12, predict the reactants needed to synthesize it. The reactants are: [I:1][C:2]1[CH:7]=[CH:6][N:5]=[C:4]2[NH:8][N:9]=[C:10]([C:11]([F:14])([F:13])[F:12])[C:3]=12.C(=O)([O-])[O-].[Cs+].[Cs+].Cl[C:22]1[CH:29]=[CH:28][C:25]([C:26]#[N:27])=[CH:24][C:23]=1[N+:30]([O-:32])=[O:31].[Cl-].[NH4+]. (3) The reactants are: [NH2:1][C:2]1[CH:3]=[N:4][CH:5]=[CH:6][C:7]=1[CH:8]=O.[CH3:10][O:11][C:12]1[CH:17]=[CH:16][CH:15]=[CH:14][C:13]=1[CH2:18][CH2:19][C:20]#[N:21]. Given the product [CH3:10][O:11][C:12]1[CH:17]=[CH:16][CH:15]=[CH:14][C:13]=1[CH2:18][C:19]1[C:20]([NH2:21])=[N:1][C:2]2[C:7]([CH:8]=1)=[CH:6][CH:5]=[N:4][CH:3]=2, predict the reactants needed to synthesize it. (4) Given the product [F:9][C:5]1[C:6]([F:8])=[CH:7][C:2]([NH:1][S:32]([C:29]2[CH:28]=[CH:27][C:26]([C:19]([CH3:20])([C:21]3[O:22][CH:23]=[CH:24][N:25]=3)[CH3:18])=[CH:31][CH:30]=2)(=[O:33])=[O:34])=[C:3]([C:10]([C:12]2[CH:13]=[N:14][CH:15]=[CH:16][CH:17]=2)=[O:11])[CH:4]=1, predict the reactants needed to synthesize it. The reactants are: [NH2:1][C:2]1[CH:7]=[C:6]([F:8])[C:5]([F:9])=[CH:4][C:3]=1[C:10]([C:12]1[CH:13]=[N:14][CH:15]=[CH:16][CH:17]=1)=[O:11].[CH3:18][C:19]([C:26]1[CH:31]=[CH:30][C:29]([S:32](Cl)(=[O:34])=[O:33])=[CH:28][CH:27]=1)([C:21]1[O:22][CH:23]=[CH:24][N:25]=1)[CH3:20].